This data is from Forward reaction prediction with 1.9M reactions from USPTO patents (1976-2016). The task is: Predict the product of the given reaction. (1) Given the reactants [Cl:1][C:2]1[N:3]=[C:4](Cl)[C:5]2[S:10][C:9]3[N:11]=[C:12]([C:16]4[CH:21]=[CH:20][C:19]([O:22][CH3:23])=[C:18]([O:24][CH3:25])[CH:17]=4)[CH:13]=[C:14]([CH3:15])[C:8]=3[C:6]=2[N:7]=1.[NH:27]1[CH2:32][CH2:31][NH:30][CH2:29][CH2:28]1.C(N(CC)CC)C, predict the reaction product. The product is: [Cl:1][C:2]1[N:3]=[C:4]([N:27]2[CH2:32][CH2:31][NH:30][CH2:29][CH2:28]2)[C:5]2[S:10][C:9]3[N:11]=[C:12]([C:16]4[CH:21]=[CH:20][C:19]([O:22][CH3:23])=[C:18]([O:24][CH3:25])[CH:17]=4)[CH:13]=[C:14]([CH3:15])[C:8]=3[C:6]=2[N:7]=1. (2) Given the reactants [C:1]([O:5][C:6]([NH:8][C@H:9]1[CH2:13][C@@:12]([CH:18]([CH3:20])[CH3:19])([C:14]([O:16]C)=[O:15])[CH:11]=[CH:10]1)=[O:7])([CH3:4])([CH3:3])[CH3:2].O.[OH-].[Li+], predict the reaction product. The product is: [C:1]([O:5][C:6]([NH:8][C@H:9]1[CH2:13][C@@:12]([CH:18]([CH3:20])[CH3:19])([C:14]([OH:16])=[O:15])[CH:11]=[CH:10]1)=[O:7])([CH3:4])([CH3:3])[CH3:2]. (3) Given the reactants [Br:1][C:2]1[CH:3]=[C:4]2[NH:10][C:9](=O)[C:8]([CH3:13])([CH3:12])[C:5]2=[N:6][CH:7]=1.[H-].COCCO[Al+]OCCOC.[Na+].[H-], predict the reaction product. The product is: [Br:1][C:2]1[CH:3]=[C:4]2[NH:10][CH2:9][C:8]([CH3:13])([CH3:12])[C:5]2=[N:6][CH:7]=1. (4) Given the reactants [Cl:1][C:2]1[CH:3]=[N+:4]([O-:48])[CH:5]=[C:6]([Cl:47])[C:7]=1[CH2:8][C@@H:9]([C:32]1[CH:37]=[CH:36][C:35]([O:38][CH:39]([F:41])[F:40])=[C:34]([O:42]CC2CC2)[CH:33]=1)[O:10][C:11]([C@H:13]1[N:17]([S:18]([C:21]2[CH:26]=[CH:25][CH:24]=[C:23]([C:27](=[O:31])[N:28]([CH3:30])[CH3:29])[CH:22]=2)(=[O:20])=[O:19])[CH2:16][CH2:15][S:14]1)=[O:12].FC(F)(F)C(O)=O, predict the reaction product. The product is: [Cl:1][C:2]1[CH:3]=[N+:4]([O-:48])[CH:5]=[C:6]([Cl:47])[C:7]=1[CH2:8][C@@H:9]([C:32]1[CH:37]=[CH:36][C:35]([O:38][CH:39]([F:41])[F:40])=[C:34]([OH:42])[CH:33]=1)[O:10][C:11]([C@H:13]1[N:17]([S:18]([C:21]2[CH:26]=[CH:25][CH:24]=[C:23]([C:27](=[O:31])[N:28]([CH3:29])[CH3:30])[CH:22]=2)(=[O:20])=[O:19])[CH2:16][CH2:15][S:14]1)=[O:12].